This data is from Catalyst prediction with 721,799 reactions and 888 catalyst types from USPTO. The task is: Predict which catalyst facilitates the given reaction. (1) Reactant: [Si:1]([O:18][CH2:19][CH:20]1[CH2:25][CH2:24][CH:23]([OH:26])[C:22]([C:28]2[CH:33]=[CH:32][C:31]([Cl:34])=[C:30]([C:35]([F:38])([F:37])[F:36])[CH:29]=2)([CH3:27])[CH2:21]1)([C:14]([CH3:17])([CH3:16])[CH3:15])([C:8]1[CH:13]=[CH:12][CH:11]=[CH:10][CH:9]=1)[C:2]1[CH:7]=[CH:6][CH:5]=[CH:4][CH:3]=1.[Cr](Cl)([O-])(=O)=O.[NH+]1C=CC=CC=1. Product: [Si:1]([O:18][CH2:19][CH:20]1[CH2:25][CH2:24][C:23](=[O:26])[C:22]([C:28]2[CH:33]=[CH:32][C:31]([Cl:34])=[C:30]([C:35]([F:38])([F:36])[F:37])[CH:29]=2)([CH3:27])[CH2:21]1)([C:14]([CH3:15])([CH3:16])[CH3:17])([C:2]1[CH:7]=[CH:6][CH:5]=[CH:4][CH:3]=1)[C:8]1[CH:13]=[CH:12][CH:11]=[CH:10][CH:9]=1. The catalyst class is: 363. (2) Reactant: C1C=CC(P(C2C=CC=CC=2)C2C=CC=CC=2)=CC=1.CCOC(/N=N/C(OCC)=O)=O.O[CH:33]1[CH2:37][N:36]([C:38]2[CH:39]=[N:40][N:41]3[CH2:46][C@H:45]([CH3:47])[N:44]([C:48]([O:50][C:51]([CH3:54])([CH3:53])[CH3:52])=[O:49])[CH2:43][C:42]=23)[C:35](=[O:55])[CH2:34]1.[C:56]1([C:62](=[O:64])[SH:63])[CH:61]=[CH:60][CH:59]=[CH:58][CH:57]=1. Product: [C:62]([S:63][CH:33]1[CH2:37][N:36]([C:38]2[CH:39]=[N:40][N:41]3[CH2:46][C@H:45]([CH3:47])[N:44]([C:48]([O:50][C:51]([CH3:53])([CH3:54])[CH3:52])=[O:49])[CH2:43][C:42]=23)[C:35](=[O:55])[CH2:34]1)(=[O:64])[C:56]1[CH:61]=[CH:60][CH:59]=[CH:58][CH:57]=1. The catalyst class is: 1.